From a dataset of Full USPTO retrosynthesis dataset with 1.9M reactions from patents (1976-2016). Predict the reactants needed to synthesize the given product. (1) The reactants are: Cl[CH:2]([C:9]1[CH:14]=[CH:13][CH:12]=[CH:11][CH:10]=1)[C:3]1[CH:8]=[CH:7][CH:6]=[CH:5][CH:4]=1.[NH:15]1[CH2:19][CH2:18][CH2:17][CH2:16]1.[I-].[K+].C(=O)([O-])O.[Na+]. Given the product [C:3]1([CH:2]([C:9]2[CH:14]=[CH:13][CH:12]=[CH:11][CH:10]=2)[N:15]2[CH2:19][CH2:18][CH2:17][CH2:16]2)[CH:8]=[CH:7][CH:6]=[CH:5][CH:4]=1, predict the reactants needed to synthesize it. (2) Given the product [C:1](#[N:2])[CH3:3].[OH2:21].[C:16]([OH:21])([C:17]([F:20])([F:19])[F:18])=[O:32].[C:16]([OH:21])([C:17]([F:20])([F:19])[F:18])=[O:32], predict the reactants needed to synthesize it. The reactants are: [C:1]([CH2:3]C1(N2CCC(N([C@@H]3C[C@H]3C3C=CC=CC=3)[C:16](=[O:21])[C:17]([F:20])([F:19])[F:18])CC2)CN(C)C1)#[N:2].C[OH:32].[OH-].[Na+].O. (3) The reactants are: C1(O[C:8](=[O:27])[NH:9][C:10]2[CH:15]=[C:14]([C:16]([CH3:19])([CH3:18])[CH3:17])[CH:13]=[C:12]([NH:20][S:21]([CH3:24])(=[O:23])=[O:22])[C:11]=2[O:25][CH3:26])C=CC=CC=1.[CH3:28][O:29][CH2:30][CH2:31][O:32][CH2:33][CH2:34][O:35][CH2:36][CH2:37][O:38][CH2:39][CH2:40][O:41][CH2:42][CH2:43][O:44][CH2:45][CH2:46][O:47][CH2:48][CH2:49][O:50][C:51]1[CH:52]=[C:53]([NH:59][C:60]2[N:65]=[C:64]([O:66][C:67]3[C:76]4[C:71](=[CH:72][CH:73]=[CH:74][CH:75]=4)[C:70]([NH2:77])=[CH:69][CH:68]=3)[CH:63]=[CH:62][N:61]=2)[CH:54]=[C:55]([O:57][CH3:58])[CH:56]=1.C(N(CC)CC)C. Given the product [CH3:28][O:29][CH2:30][CH2:31][O:32][CH2:33][CH2:34][O:35][CH2:36][CH2:37][O:38][CH2:39][CH2:40][O:41][CH2:42][CH2:43][O:44][CH2:45][CH2:46][O:47][CH2:48][CH2:49][O:50][C:51]1[CH:52]=[C:53]([NH:59][C:60]2[N:65]=[C:64]([O:66][C:67]3[C:76]4[C:71](=[CH:72][CH:73]=[CH:74][CH:75]=4)[C:70]([NH:77][C:8](=[O:27])[NH:9][C:10]4[C:11]([O:25][CH3:26])=[C:12]([NH:20][S:21]([CH3:24])(=[O:23])=[O:22])[CH:13]=[C:14]([C:16]([CH3:18])([CH3:19])[CH3:17])[CH:15]=4)=[CH:69][CH:68]=3)[CH:63]=[CH:62][N:61]=2)[CH:54]=[C:55]([O:57][CH3:58])[CH:56]=1, predict the reactants needed to synthesize it. (4) Given the product [C:41]1([C:44]2[CH:45]=[CH:46][CH:47]=[CH:48][CH:49]=2)[CH:40]=[CH:39][C:38]([CH2:37][N:10]([C:5]2[CH:6]=[C:7]([F:9])[CH:8]=[C:3]([C:1]#[N:2])[CH:4]=2)[C:11](=[O:14])[CH2:12][CH3:13])=[CH:43][CH:42]=1, predict the reactants needed to synthesize it. The reactants are: [C:1]([C:3]1[CH:4]=[C:5]([NH:10][C:11](=[O:14])[CH2:12][CH3:13])[CH:6]=[C:7]([F:9])[CH:8]=1)#[N:2].O1C2C=CC(CNC3C=C(C=CC=3F)C#N)=CC=2OCC1.Br[CH2:37][C:38]1[CH:43]=[CH:42][C:41]([C:44]2[CH:49]=[CH:48][CH:47]=[CH:46][CH:45]=2)=[CH:40][CH:39]=1. (5) The reactants are: C([O:3][C:4]([C:6]1[C:7]([O:23][CH:24]([CH3:29])[C:25]([F:28])([F:27])[F:26])=[N:8][C:9]2[C:14]([C:15]=1[C:16]1[CH:21]=[CH:20][CH:19]=[CH:18][CH:17]=1)=[CH:13][C:12]([Cl:22])=[CH:11][CH:10]=2)=[O:5])C.[Li+].[I-]. Given the product [Cl:22][C:12]1[CH:13]=[C:14]2[C:9](=[CH:10][CH:11]=1)[N:8]=[C:7]([O:23][CH:24]([CH3:29])[C:25]([F:28])([F:26])[F:27])[C:6]([C:4]([OH:5])=[O:3])=[C:15]2[C:16]1[CH:17]=[CH:18][CH:19]=[CH:20][CH:21]=1, predict the reactants needed to synthesize it. (6) Given the product [I:19][C:8]1[N:4]([CH:2]([CH3:1])[CH3:3])[N:5]=[C:6]([CH3:13])[C:7]=1[C:9]([O:11][CH3:12])=[O:10], predict the reactants needed to synthesize it. The reactants are: [CH3:1][CH:2]([N:4]1[CH:8]=[C:7]([C:9]([O:11][CH3:12])=[O:10])[C:6]([CH3:13])=[N:5]1)[CH3:3].C([Li])CCC.[I:19]I. (7) Given the product [CH2:32]([N:39]1[C:43](=[O:44])[C:42](=[C:45]2[N:49]([CH3:50])[C:48]3[CH:51]=[CH:52][CH:53]=[CH:54][C:47]=3[S:46]2)[S:41][C:40]1=[N:16][C:9]1[CH:8]=[C:7]([CH:12]=[CH:11][C:10]=1[NH:13][CH2:14][CH3:15])[C:6]([NH:5][CH2:4][CH2:3][N:2]([CH3:20])[CH3:1])=[O:19])[C:33]1[CH:34]=[CH:35][CH:36]=[CH:37][CH:38]=1, predict the reactants needed to synthesize it. The reactants are: [CH3:1][N:2]([CH3:20])[CH2:3][CH2:4][NH:5][C:6](=[O:19])[C:7]1[CH:12]=[CH:11][C:10]([NH:13][CH2:14][CH3:15])=[C:9]([N+:16]([O-])=O)[CH:8]=1.C1(C)C=CC(S([O-])(=O)=O)=CC=1.[CH2:32]([N:39]1[C:43](=[O:44])[C:42](=[C:45]2[N:49]([CH3:50])[C:48]3[CH:51]=[CH:52][CH:53]=[CH:54][C:47]=3[S:46]2)[S:41][CH2+:40]1SC)[C:33]1[CH:38]=[CH:37][CH:36]=[CH:35][CH:34]=1.